From a dataset of Forward reaction prediction with 1.9M reactions from USPTO patents (1976-2016). Predict the product of the given reaction. (1) Given the reactants [Cl:1][C:2]1[C:34]([O:35][CH3:36])=[CH:33][C:32]([C:37](=[O:40])[NH:38][CH3:39])=[CH:31][C:3]=1[CH2:4][CH2:5][C:6]1[CH:7]=[N:8][C:9]([NH:12][C:13]2[CH:14]=[N:15][N:16]([CH:18]3[CH2:23][CH2:22][N:21](C(OC(C)(C)C)=O)[CH2:20][CH2:19]3)[CH:17]=2)=[N:10][CH:11]=1, predict the reaction product. The product is: [Cl:1][C:2]1[C:3]([CH2:4][CH2:5][C:6]2[CH:7]=[N:8][C:9]([NH:12][C:13]3[CH:14]=[N:15][N:16]([CH:18]4[CH2:23][CH2:22][NH:21][CH2:20][CH2:19]4)[CH:17]=3)=[N:10][CH:11]=2)=[CH:31][C:32]([C:37]([NH:38][CH3:39])=[O:40])=[CH:33][C:34]=1[O:35][CH3:36]. (2) Given the reactants C(OC([N:8]1[CH2:13][CH2:12][CH:11]([NH:14][C:15]2[C:16]([CH3:25])=[N:17][C:18]([NH:21][C:22](=[O:24])[CH3:23])=[CH:19][CH:20]=2)[CH2:10][CH2:9]1)=O)(C)(C)C.[ClH:26], predict the reaction product. The product is: [ClH:26].[ClH:26].[CH3:25][C:16]1[N:17]=[C:18]([NH:21][C:22](=[O:24])[CH3:23])[CH:19]=[CH:20][C:15]=1[NH:14][CH:11]1[CH2:12][CH2:13][NH:8][CH2:9][CH2:10]1. (3) Given the reactants [CH2:1]([C:5]1[N:6]=[C:7]([C:10]2[CH:15]=[CH:14][CH:13]=[CH:12][C:11]=2[NH:16][C:17]([O:19][CH2:20][CH:21]2[CH2:26][CH2:25][N:24](C(OC(C)(C)C)=O)[CH2:23][CH2:22]2)=[O:18])[S:8][CH:9]=1)[CH2:2][CH2:3][CH3:4].[ClH:34], predict the reaction product. The product is: [ClH:34].[CH2:1]([C:5]1[N:6]=[C:7]([C:10]2[CH:15]=[CH:14][CH:13]=[CH:12][C:11]=2[NH:16][C:17](=[O:18])[O:19][CH2:20][CH:21]2[CH2:22][CH2:23][NH:24][CH2:25][CH2:26]2)[S:8][CH:9]=1)[CH2:2][CH2:3][CH3:4]. (4) The product is: [CH3:1][O:2][C:3]([C:4]1[CH:9]=[C:8]([NH2:10])[C:7]2[N:6]([N:25]=[C:32]([C:28]3[S:27][CH:31]=[CH:30][CH:29]=3)[N:11]=2)[CH:5]=1)=[O:12]. Given the reactants [CH3:1][O:2][C:3](=[O:12])[C:4]1[CH:9]=[C:8]([NH2:10])[C:7]([NH2:11])=[N:6][CH:5]=1.C1(C)C=C(C)C=C(C)C=1S(O[NH2:25])(=O)=O.[S:27]1[CH:31]=[CH:30][CH:29]=[C:28]1[CH:32]=O.[OH-].[K+], predict the reaction product. (5) The product is: [C:16]([C:13]([CH3:15])([CH3:14])[C@H:11]([NH:10][C:9]1[C:4]2[N:5]([CH:21]=[C:2]([C:27]3[CH:28]=[N:29][C:24]([O:23][CH3:22])=[CH:25][CH:26]=3)[CH:3]=2)[N:6]=[CH:7][C:8]=1[C:18]([NH2:20])=[O:19])[CH3:12])#[N:17]. Given the reactants Br[C:2]1[CH:3]=[C:4]2[C:9]([NH:10][C@@H:11]([C:13]([C:16]#[N:17])([CH3:15])[CH3:14])[CH3:12])=[C:8]([C:18]([NH2:20])=[O:19])[CH:7]=[N:6][N:5]2[CH:21]=1.[CH3:22][O:23][C:24]1[N:29]=[CH:28][C:27](B(O)O)=[CH:26][CH:25]=1.C1(P(C2CCCCC2)C2C=CC=CC=2C2C(C(C)C)=CC(C(C)C)=CC=2C(C)C)CCCCC1.P(=O)(O)(O)O.[K], predict the reaction product. (6) Given the reactants [Cl:1][C:2]1[C:3]([F:9])=[C:4](Br)[CH:5]=[CH:6][CH:7]=1.O=[C:11]1[CH2:14][C:13]2([CH2:19][CH2:18][N:17](C(OC(C)(C)C)=O)[CH2:16][CH2:15]2)[CH2:12]1.Cl.FC(F)(F)OC1C=C(C2CC3(CCNCC3)C2)C=CC=1.Cl.C(OCC)C, predict the reaction product. The product is: [ClH:1].[Cl:1][C:2]1[C:3]([F:9])=[C:4]([CH:11]2[CH2:14][C:13]3([CH2:19][CH2:18][NH:17][CH2:16][CH2:15]3)[CH2:12]2)[CH:5]=[CH:6][CH:7]=1.